Dataset: Reaction yield outcomes from USPTO patents with 853,638 reactions. Task: Predict the reaction yield, written as a fraction of the theoretical maximum amount of product (1.0 means a 100% yield; for example, 0.34 means a 34% yield). The reactants are [Cl:1][C:2]1[CH:3]=[C:4]([C:12]2[O:16][N:15]=[C:14]([C:17]3[C:27]4[CH2:26][CH2:25][N:24]([CH2:28][C:29]([O:31]C(C)(C)C)=[O:30])[CH2:23][CH2:22][C:21]=4[CH:20]=[CH:19][CH:18]=3)[N:13]=2)[CH:5]=[CH:6][C:7]=1[O:8][CH:9]([CH3:11])[CH3:10]. The catalyst is Cl.O1CCOCC1. The product is [ClH:1].[Cl:1][C:2]1[CH:3]=[C:4]([C:12]2[O:16][N:15]=[C:14]([C:17]3[C:27]4[CH2:26][CH2:25][N:24]([CH2:28][C:29]([OH:31])=[O:30])[CH2:23][CH2:22][C:21]=4[CH:20]=[CH:19][CH:18]=3)[N:13]=2)[CH:5]=[CH:6][C:7]=1[O:8][CH:9]([CH3:11])[CH3:10]. The yield is 0.900.